Dataset: Catalyst prediction with 721,799 reactions and 888 catalyst types from USPTO. Task: Predict which catalyst facilitates the given reaction. (1) Reactant: CO[C:3](=[O:14])[C:4]1[C:9]([Cl:10])=[CH:8][C:7]([Br:11])=[CH:6][C:5]=1[CH2:12]Br.[F:15][C:16]([F:26])([F:25])[C:17]1[CH:24]=[CH:23][C:20]([CH2:21][NH2:22])=[CH:19][CH:18]=1.C([O-])([O-])=O.[K+].[K+].C(OCC)(=O)C. Product: [Br:11][C:7]1[CH:6]=[C:5]2[C:4](=[C:9]([Cl:10])[CH:8]=1)[C:3](=[O:14])[N:22]([CH2:21][C:20]1[CH:19]=[CH:18][C:17]([C:16]([F:15])([F:25])[F:26])=[CH:24][CH:23]=1)[CH2:12]2. The catalyst class is: 345. (2) Reactant: [Br:1][C:2]1[CH:3]=[C:4]([CH:6]=[CH:7][CH:8]=1)[NH2:5].N1C(C)=CC=CC=1C.[C:17](Cl)(=[O:26])[CH:18]=[CH:19][C:20]1[CH:25]=[CH:24][CH:23]=[CH:22][CH:21]=1. Product: [Br:1][C:2]1[CH:3]=[C:4]([NH:5][C:17](=[O:26])/[CH:18]=[CH:19]/[C:20]2[CH:25]=[CH:24][CH:23]=[CH:22][CH:21]=2)[CH:6]=[CH:7][CH:8]=1. The catalyst class is: 4. (3) Reactant: [CH2:1]([O:8][C:9]([N:11]1[CH2:16][CH2:15][CH:14]([O:17][CH2:18][C:19]([OH:21])=O)[CH2:13][CH2:12]1)=[O:10])[C:2]1[CH:7]=[CH:6][CH:5]=[CH:4][CH:3]=1.Cl.[F:23][C:24]1([F:28])[CH2:27][NH:26][CH2:25]1.CCN(C(C)C)C(C)C. Product: [F:23][C:24]1([F:28])[CH2:27][N:26]([C:19](=[O:21])[CH2:18][O:17][CH:14]2[CH2:13][CH2:12][N:11]([C:9]([O:8][CH2:1][C:2]3[CH:3]=[CH:4][CH:5]=[CH:6][CH:7]=3)=[O:10])[CH2:16][CH2:15]2)[CH2:25]1. The catalyst class is: 3. (4) Reactant: [F:1][C:2]1[CH:3]=[N:4][C:5]2[CH:6]=[CH:7][C:8](=[O:30])[N:9]3[C@H:14]([CH2:15][N:16]4[CH2:21][CH2:20][CH:19]([NH:22]C(=O)OC(C)(C)C)[CH2:18][CH2:17]4)[CH2:13][O:12][C:11]=1[C:10]=23.[ClH:31]. Product: [ClH:31].[ClH:31].[NH2:22][CH:19]1[CH2:18][CH2:17][N:16]([CH2:15][C@H:14]2[N:9]3[C:10]4[C:11](=[C:2]([F:1])[CH:3]=[N:4][C:5]=4[CH:6]=[CH:7][C:8]3=[O:30])[O:12][CH2:13]2)[CH2:21][CH2:20]1. The catalyst class is: 269. (5) Reactant: Cl.[CH2:2]1[CH:7]2[O:8][C:9]3[CH:14]=[CH:13][CH:12]=[CH:11][C:10]=3[CH:6]2[CH2:5][CH2:4][NH:3]1.[Na].[C:16](Cl)(=[O:18])[CH3:17]. Product: [CH2:2]1[CH:7]2[O:8][C:9]3[CH:14]=[CH:13][CH:12]=[CH:11][C:10]=3[CH:6]2[CH2:5][CH2:4][N:3]1[C:16](=[O:18])[CH3:17]. The catalyst class is: 22. (6) Reactant: [NH2:1][C:2]1[CH:11]=[CH:10][C:9]([O:12][CH3:13])=[CH:8][C:3]=1[C:4]([O:6][CH3:7])=[O:5].Cl[C:15]1[CH2:16][C:17]([CH3:31])([CH3:30])[CH2:18][C:19]2[C:20]=1SC[C@@H:23]([C:25]([O:27][CH2:28][CH3:29])=[O:26])[N:24]=2. The catalyst class is: 8. Product: [CH2:28]([O:27][C:25](=[O:26])[CH2:23][NH:24][C:19]1[CH2:18][C:17]([CH3:31])([CH3:30])[CH2:16]/[C:15](=[N:1]\[C:2]2[CH:11]=[CH:10][C:9]([O:12][CH3:13])=[CH:8][C:3]=2[C:4]([O:6][CH3:7])=[O:5])/[CH:20]=1)[CH3:29].